This data is from Full USPTO retrosynthesis dataset with 1.9M reactions from patents (1976-2016). The task is: Predict the reactants needed to synthesize the given product. (1) Given the product [F:1][C:2]1[CH:3]=[C:4]2[C:9](=[CH:10][CH:11]=1)[N:8]=[C:7]([C@@H:12]([NH2:14])[CH3:13])[C:6]([C:21]1[CH:26]=[CH:25][CH:24]=[C:23]([S:27]([CH3:30])(=[O:29])=[O:28])[N:22]=1)=[CH:5]2, predict the reactants needed to synthesize it. The reactants are: [F:1][C:2]1[CH:3]=[C:4]2[C:9](=[CH:10][CH:11]=1)[N:8]=[C:7]([C@@H:12]([NH:14][S@@](C(C)(C)C)=O)[CH3:13])[C:6]([C:21]1[CH:26]=[CH:25][CH:24]=[C:23]([S:27]([CH3:30])(=[O:29])=[O:28])[N:22]=1)=[CH:5]2.Cl.O1CCOCC1. (2) Given the product [O:3]=[C:2]1[NH:4][C:5](=[O:6])[CH:7]=[CH:8][N:1]1[CH2:12][C:13]([OH:15])=[O:14], predict the reactants needed to synthesize it. The reactants are: [NH:1]1[CH:8]=[CH:7][C:5](=[O:6])[NH:4][C:2]1=[O:3].[OH-].[K+].Br[CH2:12][C:13]([OH:15])=[O:14].Cl.